This data is from Peptide-MHC class II binding affinity with 134,281 pairs from IEDB. The task is: Regression. Given a peptide amino acid sequence and an MHC pseudo amino acid sequence, predict their binding affinity value. This is MHC class II binding data. The peptide sequence is VDSGAQLGELYYAIH. The MHC is DRB4_0101 with pseudo-sequence DRB4_0103. The binding affinity (normalized) is 0.188.